Regression/Classification. Given a drug SMILES string, predict its toxicity properties. Task type varies by dataset: regression for continuous values (e.g., LD50, hERG inhibition percentage) or binary classification for toxic/non-toxic outcomes (e.g., AMES mutagenicity, cardiotoxicity, hepatotoxicity). Dataset: herg_karim. From a dataset of hERG potassium channel inhibition data for cardiac toxicity prediction from Karim et al.. (1) The drug is COc1cc(-c2cn(CC(=O)N([C@H](C)c3ccccc3)[C@H](C)c3ccccc3)nn2)ccc1-n1cnc(C)c1. The result is 1 (blocker). (2) The molecule is CC(C)c1ccccc1C(=O)N(C1CCC1)[C@H]1CCNC1. The result is 0 (non-blocker). (3) The molecule is CC(C)c1cc(C#N)cc2nc(-c3ccc(C(=O)NCC4CN(c5ccc(Cl)cn5)C(=O)O4)cc3)oc12. The result is 0 (non-blocker). (4) The molecule is COc1nc2c(CCC34CCC(NCc5ccc6c(n5)NC(=O)CO6)(CC3)CO4)c(F)cnc2cc1C(F)(F)F. The result is 1 (blocker). (5) The compound is COc1cc(N)c(Cl)cc1C(=O)N[C@H]1CCN(CC2CCN(C(=S)C(C)C)CC2)C[C@H]1OC. The result is 1 (blocker).